The task is: Predict which catalyst facilitates the given reaction.. This data is from Catalyst prediction with 721,799 reactions and 888 catalyst types from USPTO. (1) Reactant: C(OC(=O)[NH:7][CH:8]1[CH2:12][CH2:11][N:10]([C:13]2[CH:14]=[N:15][C:16]([O:22][C:23]3[CH:28]=[CH:27][C:26]([O:29][C:30]4[CH:35]=[CH:34][CH:33]=[C:32]([F:36])[CH:31]=4)=[CH:25][CH:24]=3)=[C:17]([C:19](=[O:21])[NH2:20])[CH:18]=2)[CH2:9]1)(C)(C)C.Cl. Product: [NH2:7][CH:8]1[CH2:12][CH2:11][N:10]([C:13]2[CH:14]=[N:15][C:16]([O:22][C:23]3[CH:24]=[CH:25][C:26]([O:29][C:30]4[CH:35]=[CH:34][CH:33]=[C:32]([F:36])[CH:31]=4)=[CH:27][CH:28]=3)=[C:17]([CH:18]=2)[C:19]([NH2:20])=[O:21])[CH2:9]1. The catalyst class is: 135. (2) Reactant: [Cl:1][C:2]1[C:7]2=[CH:8][O:9][N:10]=[C:6]2[C:5]([C:11]2[CH:16]=[CH:15][CH:14]=[C:13]([F:17])[CH:12]=2)=[C:4]([CH:18](O)[CH3:19])[CH:3]=1.C(N(CC)CC)C.CS(Cl)(=O)=O.[N-:33]=[N+:34]=[N-:35].[Na+]. Product: [N:33]([CH:18]([C:4]1[CH:3]=[C:2]([Cl:1])[C:7]2=[CH:8][O:9][N:10]=[C:6]2[C:5]=1[C:11]1[CH:16]=[CH:15][CH:14]=[C:13]([F:17])[CH:12]=1)[CH3:19])=[N+:34]=[N-:35]. The catalyst class is: 124. (3) Reactant: [CH2:1]([O:5][C:6]([C:8]1[C:9]([OH:18])=[C:10]2[CH:17]=[CH:16][S:15][C:11]2=[C:12](Br)[N:13]=1)=[O:7])[CH2:2][CH2:3][CH3:4].[C:19]([Cu])#[N:20].CN(C)C=O. Product: [CH2:1]([O:5][C:6]([C:8]1[C:9]([OH:18])=[C:10]2[CH:17]=[CH:16][S:15][C:11]2=[C:12]([C:19]#[N:20])[N:13]=1)=[O:7])[CH2:2][CH2:3][CH3:4]. The catalyst class is: 6. (4) Reactant: [Cl:1][C:2]1[CH:7]=[CH:6][C:5](/[CH:8]=[CH:9]/[C:10]([OH:12])=O)=[C:4]([CH2:13][N:14]2[N:18]=[N:17][C:16]([CH3:19])=[N:15]2)[CH:3]=1.[CH:20]([C:23]1[N:27]=[C:26]([CH:28]2[CH2:33][CH2:32][CH2:31][CH2:30][NH:29]2)[O:25][N:24]=1)([CH3:22])[CH3:21].CCN(C(C)C)C(C)C.C(P1(=O)OP(CCC)(=O)OP(CCC)(=O)O1)CC. Product: [Cl:1][C:2]1[CH:7]=[CH:6][C:5](/[CH:8]=[CH:9]/[C:10]([N:29]2[CH2:30][CH2:31][CH2:32][CH2:33][CH:28]2[C:26]2[O:25][N:24]=[C:23]([CH:20]([CH3:22])[CH3:21])[N:27]=2)=[O:12])=[C:4]([CH2:13][N:14]2[N:18]=[N:17][C:16]([CH3:19])=[N:15]2)[CH:3]=1. The catalyst class is: 3. (5) Reactant: [CH2:1]([N:8]([CH2:16][C@H:17]1[CH2:21][CH2:20][C:19](=[O:22])[NH:18]1)[CH2:9][CH2:10]OS(C)(=O)=O)[C:2]1[CH:7]=[CH:6][CH:5]=[CH:4][CH:3]=1.[H-].[Na+]. Product: [CH2:1]([N:8]1[CH2:9][CH2:10][N:18]2[C:19](=[O:22])[CH2:20][CH2:21][C@@H:17]2[CH2:16]1)[C:2]1[CH:7]=[CH:6][CH:5]=[CH:4][CH:3]=1. The catalyst class is: 23. (6) Reactant: [F:1][C:2]1[CH:39]=[CH:38][C:5]([CH2:6][O:7][CH2:8][C:9]([NH:11][CH2:12][CH2:13][CH:14]2[CH2:19][CH2:18][N:17]([C:20]([NH:22][C@@H:23]([CH2:28][C:29]3[C:37]4[C:32](=[CH:33][CH:34]=[CH:35][CH:36]=4)[NH:31][CH:30]=3)[C:24](OC)=[O:25])=[O:21])[CH2:16][CH2:15]2)=[O:10])=[CH:4][CH:3]=1.[BH4-].[Li+]. Product: [F:1][C:2]1[CH:39]=[CH:38][C:5]([CH2:6][O:7][CH2:8][C:9]([NH:11][CH2:12][CH2:13][CH:14]2[CH2:15][CH2:16][N:17]([C:20]([NH:22][C@@H:23]([CH2:28][C:29]3[C:37]4[C:32](=[CH:33][CH:34]=[CH:35][CH:36]=4)[NH:31][CH:30]=3)[CH2:24][OH:25])=[O:21])[CH2:18][CH2:19]2)=[O:10])=[CH:4][CH:3]=1. The catalyst class is: 1. (7) Reactant: [CH2:1]([O:8][C:9]([NH:11][C:12]1[C:13]([CH3:39])=[C:14]([C:18]2[C:30]3[C:29]4[C:24](=[CH:25][C:26]([O:31][CH2:32][CH2:33][O:34][CH3:35])=[CH:27][CH:28]=4)[NH:23][C:22]=3[C:21]([C:36](O)=[O:37])=[N:20][CH:19]=2)[CH:15]=[CH:16][CH:17]=1)=[O:10])[C:2]1[CH:7]=[CH:6][CH:5]=[CH:4][CH:3]=1.[Cl-].[NH4+:41].C(NC(C)C)(C)C.F[P-](F)(F)(F)(F)F.N1(O[P+](N(C)C)(N(C)C)N(C)C)C2C=CC=CC=2N=N1.CN1CCOCC1. Product: [C:36]([C:21]1[C:22]2[NH:23][C:24]3[C:29]([C:30]=2[C:18]([C:14]2[C:13]([CH3:39])=[C:12]([NH:11][C:9](=[O:10])[O:8][CH2:1][C:2]4[CH:7]=[CH:6][CH:5]=[CH:4][CH:3]=4)[CH:17]=[CH:16][CH:15]=2)=[CH:19][N:20]=1)=[CH:28][CH:27]=[C:26]([O:31][CH2:32][CH2:33][O:34][CH3:35])[CH:25]=3)(=[O:37])[NH2:41]. The catalyst class is: 35. (8) Reactant: [C:1]([OH:10])(=[O:9])[C@@H:2]([C@H:4]([C:6]([OH:8])=[O:7])[OH:5])[OH:3].[NH:11]1[CH2:21][CH2:20][CH2:19][CH:13]([C:14]([O:16][CH2:17][CH3:18])=[O:15])[CH2:12]1.C([C@@H]([C@H](C(O)=O)O)O)(O)=O.N1CCC[C@@H](C(OCC)=O)C1. Product: [C:6]([CH:4]([CH:2]([C:1]([OH:10])=[O:9])[OH:3])[OH:5])([OH:8])=[O:7].[NH:11]1[CH2:21][CH2:20][CH2:19][C@@H:13]([C:14]([O:16][CH2:17][CH3:18])=[O:15])[CH2:12]1. The catalyst class is: 252. (9) Product: [CH3:17][C@H:13]1[CH2:14][CH2:15][CH2:16][N:11]([C:9]([C:3]2[CH:4]=[C:5]([CH3:8])[CH:6]=[CH:7][C:2]=2[C:34]2[CH:33]=[N:32][N:31]([CH3:30])[CH:35]=2)=[O:10])[C@H:12]1[CH2:18][NH:19][C:20]1[CH:25]=[CH:24][C:23]([C:26]([F:29])([F:28])[F:27])=[CH:22][N:21]=1.[C:45]([OH:48])([C:26]([F:29])([F:28])[F:27])=[O:46]. The catalyst class is: 38. Reactant: Br[C:2]1[CH:7]=[CH:6][C:5]([CH3:8])=[CH:4][C:3]=1[C:9]([N:11]1[CH2:16][CH2:15][CH2:14][C@H:13]([CH3:17])[C@@H:12]1[CH2:18][NH:19][C:20]1[CH:25]=[CH:24][C:23]([C:26]([F:29])([F:28])[F:27])=[CH:22][N:21]=1)=[O:10].[CH3:30][N:31]1[CH:35]=[C:34](B2OC(C)(C)C(C)(C)O2)[CH:33]=[N:32]1.[C:45]([O-:48])([O-])=[O:46].[K+].[K+].